From a dataset of Full USPTO retrosynthesis dataset with 1.9M reactions from patents (1976-2016). Predict the reactants needed to synthesize the given product. (1) Given the product [CH3:16][C:8]1[C:7]([OH:6])=[CH:15][CH:14]=[C:13]2[C:9]=1[CH:10]=[N:11][NH:12]2, predict the reactants needed to synthesize it. The reactants are: B(Br)(Br)Br.C[O:6][C:7]1[C:8]([CH3:16])=[C:9]2[C:13](=[CH:14][CH:15]=1)[NH:12][N:11]=[CH:10]2.C(=O)([O-])O.[Na+]. (2) Given the product [Cl:1][C:2]1[CH:29]=[CH:28][C:5]([CH2:6][N:7]2[C:12]([NH:13][C:14]3[CH:19]=[CH:18][C:17]([C:20](=[O:21])[NH:37][CH2:30][C:31]4[CH:36]=[CH:35][CH:34]=[CH:33][CH:32]=4)=[CH:16][CH:15]=3)=[N:11][C:10](=[O:23])[N:9]([CH:24]([CH3:26])[CH3:25])[C:8]2=[O:27])=[CH:4][CH:3]=1, predict the reactants needed to synthesize it. The reactants are: [Cl:1][C:2]1[CH:29]=[CH:28][C:5]([CH2:6][N:7]2[C:12]([NH:13][C:14]3[CH:19]=[CH:18][C:17]([C:20](O)=[O:21])=[CH:16][CH:15]=3)=[N:11][C:10](=[O:23])[N:9]([CH:24]([CH3:26])[CH3:25])[C:8]2=[O:27])=[CH:4][CH:3]=1.[CH2:30]([NH2:37])[C:31]1[CH:36]=[CH:35][CH:34]=[CH:33][CH:32]=1.ON1C2C=CC=CC=2N=N1.Cl.CN(C)CCCN=C=NCC.C(N(CC)CC)C. (3) Given the product [Cl:21][C:19]1[CH:18]=[CH:17][C:13]2[N:14]=[CH:15][N:16]=[C:11]([O:7][C:3]3[CH:2]=[N:1][CH:6]=[CH:5][CH:4]=3)[C:12]=2[N:20]=1, predict the reactants needed to synthesize it. The reactants are: [N:1]1[CH:6]=[CH:5][CH:4]=[C:3]([OH:7])[CH:2]=1.[H-].[Na+].Cl[C:11]1[C:12]2[N:20]=[C:19]([Cl:21])[CH:18]=[CH:17][C:13]=2[N:14]=[CH:15][N:16]=1. (4) Given the product [ClH:22].[CH3:1][N:2]([CH3:21])[C:3]1[CH:4]=[CH:5][C:6]2[C:15]3[NH:14][CH2:13][CH2:12][CH2:11][C:10]=3[C:9](=[O:16])[NH:8][C:7]=2[CH:20]=1, predict the reactants needed to synthesize it. The reactants are: [CH3:1][N:2]([CH3:21])[C:3]1[CH:4]=[CH:5][C:6]2[C:15]3[NH:14][CH2:13][CH2:12][CH2:11][C:10]=3[C:9](=[O:16])[N:8](COC)[C:7]=2[CH:20]=1.[ClH:22]. (5) Given the product [Br:45][CH2:46][C:47]([N:31]([C:21]1[C:30]2[C:25](=[CH:26][CH:27]=[CH:28][CH:29]=2)[CH:24]=[CH:23][CH:22]=1)[CH2:32][CH2:33][NH:34][C:35](=[O:44])[O:36][CH2:37][C:38]1[CH:43]=[CH:42][CH:41]=[CH:40][CH:39]=1)=[O:48], predict the reactants needed to synthesize it. The reactants are: CC1C=CC=CC=1NCCNC(=O)OC(C)(C)C.[OH-].[Na+].[C:21]1([NH:31][CH2:32][CH2:33][NH:34][C:35](=[O:44])[O:36][CH2:37][C:38]2[CH:43]=[CH:42][CH:41]=[CH:40][CH:39]=2)[C:30]2[C:25](=[CH:26][CH:27]=[CH:28][CH:29]=2)[CH:24]=[CH:23][CH:22]=1.[Br:45][CH2:46][C:47](Br)=[O:48]. (6) Given the product [Cl:1][C:2]1[C:3]([OH:36])=[C:4]([CH:8]=[C:9]([C:11]2[CH:12]=[C:13]3[C:19]([C:20]4[CH:25]=[CH:24][CH:23]=[CH:22][C:21]=4[O:26][CH3:27])=[N:18][NH:17][C:14]3=[N:15][CH:16]=2)[CH:10]=1)[C:5]([N:38]([CH3:39])[CH3:37])=[O:7], predict the reactants needed to synthesize it. The reactants are: [Cl:1][C:2]1[C:3]([OH:36])=[C:4]([CH:8]=[C:9]([C:11]2[CH:12]=[C:13]3[C:19]([C:20]4[CH:25]=[CH:24][CH:23]=[CH:22][C:21]=4[O:26][CH3:27])=[N:18][N:17](COCC[Si](C)(C)C)[C:14]3=[N:15][CH:16]=2)[CH:10]=1)[C:5]([OH:7])=O.[CH3:37][NH:38][CH3:39].F[P-](F)(F)(F)(F)F.N1(OC(N(C)C)=[N+](C)C)C2N=CC=CC=2N=N1.C(N(CC)C(C)C)(C)C.Cl. (7) Given the product [F:39][C:40]1([F:45])[CH2:44][CH2:43][N:42]([C:10](=[O:12])[C@@H:9]([NH:8][C:6](=[O:7])[O:5][C:1]([CH3:2])([CH3:3])[CH3:4])[CH:13]([CH3:15])[CH3:14])[CH2:41]1, predict the reactants needed to synthesize it. The reactants are: [C:1]([O:5][C:6]([NH:8][C@@H:9]([CH:13]([CH3:15])[CH3:14])[C:10]([OH:12])=O)=[O:7])([CH3:4])([CH3:3])[CH3:2].CN(C(ON1N=NC2C=CC=CC1=2)=[N+](C)C)C.[B-](F)(F)(F)F.Cl.[F:39][C:40]1([F:45])[CH2:44][CH2:43][NH:42][CH2:41]1. (8) The reactants are: Cl[C:2]1[C:3]2[N:10]([CH2:11][CH3:12])[CH:9]=[CH:8][C:4]=2[N:5]=[CH:6][N:7]=1.[NH2:13][C:14]1[CH:19]=[CH:18][C:17]([OH:20])=[CH:16][C:15]=1[Cl:21].C(=O)([O-])[O-].[Cs+].[Cs+].CN1CCCC1=O. Given the product [Cl:21][C:15]1[CH:16]=[C:17]([O:20][C:2]2[C:3]3[N:10]([CH2:11][CH3:12])[CH:9]=[CH:8][C:4]=3[N:5]=[CH:6][N:7]=2)[CH:18]=[CH:19][C:14]=1[NH2:13], predict the reactants needed to synthesize it. (9) The reactants are: C(OC(=O)[NH:10][C:11]1[CH:12]=[CH:13][CH:14]=[C:15]2[C:19]=1[NH:18][CH:17]=[C:16]2[C:20]1([CH2:30][CH3:31])[C:28]2[C:23](=[CH:24][C:25]([F:29])=[CH:26][CH:27]=2)[CH2:22][CH2:21]1)C1C=CC=CC=1. Given the product [CH2:30]([C:20]1([C:16]2[C:15]3[C:19](=[C:11]([NH2:10])[CH:12]=[CH:13][CH:14]=3)[NH:18][CH:17]=2)[C:28]2[C:23](=[CH:24][C:25]([F:29])=[CH:26][CH:27]=2)[CH2:22][CH2:21]1)[CH3:31], predict the reactants needed to synthesize it. (10) Given the product [NH2:55][C:12]1[CH:13]=[C:8]([C:6]2[C:5]([C:14]3[C:15]([F:39])=[C:16]([NH:21][S:22]([C:25]4[CH:30]=[C:29]([F:31])[CH:28]=[CH:27][C:26]=4[F:32])(=[O:24])=[O:23])[CH:17]=[CH:18][C:19]=3[F:20])=[N:4][N:3]([CH2:1][CH3:2])[CH:7]=2)[CH:9]=[CH:10][N:11]=1, predict the reactants needed to synthesize it. The reactants are: [CH2:1]([N:3]1[CH:7]=[C:6]([C:8]2[CH:13]=[CH:12][N:11]=[CH:10][CH:9]=2)[C:5]([C:14]2[C:15]([F:39])=[C:16]([N:21](COCCOC)[S:22]([C:25]3[CH:30]=[C:29]([F:31])[CH:28]=[CH:27][C:26]=3[F:32])(=[O:24])=[O:23])[CH:17]=[CH:18][C:19]=2[F:20])=[N:4]1)[CH3:2].C1C=C(Cl)C=C(C(OO)=O)C=1.C([NH2:55])(C)(C)C.FC(F)(F)C(O)=O.